This data is from Catalyst prediction with 721,799 reactions and 888 catalyst types from USPTO. The task is: Predict which catalyst facilitates the given reaction. (1) Reactant: [CH:1]1([N:6]2[C:15]3[N:14]=[C:13]([C:16]4[CH:21]=[CH:20][N:19]=[C:18]([OH:22])[CH:17]=4)[N:12]=[CH:11][C:10]=3[N:9]([CH3:23])[C:8](=[O:24])[C@H:7]2[CH2:25][CH3:26])[CH2:5][CH2:4][CH2:3][CH2:2]1.[CH2:27]1CCN2C(=NCCC2)CC1.P(OC)(OC)(OC)=O. Product: [CH:1]1([N:6]2[C:15]3[N:14]=[C:13]([C:16]4[CH:21]=[CH:20][N:19]([CH3:27])[C:18](=[O:22])[CH:17]=4)[N:12]=[CH:11][C:10]=3[N:9]([CH3:23])[C:8](=[O:24])[C@H:7]2[CH2:25][CH3:26])[CH2:2][CH2:3][CH2:4][CH2:5]1. The catalyst class is: 12. (2) Reactant: C[O:2][C:3](=[O:38])[C:4]1[CH:9]=[CH:8][C:7]([O:10][C:11]2[S:15][C:14]([NH:16][C:17](=[O:37])[CH:18]([C:25]3[CH:30]=[CH:29][C:28]([S:31]([CH:34]4[CH2:36][CH2:35]4)(=[O:33])=[O:32])=[CH:27][CH:26]=3)[O:19][C@@H:20]3[CH2:24][CH2:23][O:22][CH2:21]3)=[N:13][CH:12]=2)=[CH:6][CH:5]=1.[Li+].[OH-]. Product: [CH:34]1([S:31]([C:28]2[CH:29]=[CH:30][C:25]([CH:18]([O:19][C@@H:20]3[CH2:24][CH2:23][O:22][CH2:21]3)[C:17]([NH:16][C:14]3[S:15][C:11]([O:10][C:7]4[CH:8]=[CH:9][C:4]([C:3]([OH:38])=[O:2])=[CH:5][CH:6]=4)=[CH:12][N:13]=3)=[O:37])=[CH:26][CH:27]=2)(=[O:33])=[O:32])[CH2:36][CH2:35]1. The catalyst class is: 87. (3) Reactant: [F:1][CH:2]([F:19])[O:3][C:4]1[CH:9]=[CH:8][C:7]([C:10]#[C:11][C:12]2[CH:13]=[C:14]([CH:16]=[CH:17][CH:18]=2)[NH2:15])=[CH:6][CH:5]=1.C(N(CC)CC)C.[CH3:27][O:28][CH2:29][C:30](Cl)=[O:31].O. Product: [F:1][CH:2]([F:19])[O:3][C:4]1[CH:5]=[CH:6][C:7]([C:10]#[C:11][C:12]2[CH:13]=[C:14]([NH:15][C:30](=[O:31])[CH2:29][O:28][CH3:27])[CH:16]=[CH:17][CH:18]=2)=[CH:8][CH:9]=1. The catalyst class is: 2. (4) Reactant: CC1C=CN=C([O:8][C@@H:9]2[CH2:14][CH2:13][C@@H:12]([CH3:15])[N:11](C(C3C=CC=CC=3N3N=CC=N3)=O)[CH2:10]2)C=1C#N.[C:39](O[C:39]([O:41][C:42]([CH3:45])([CH3:44])[CH3:43])=[O:40])([O:41][C:42]([CH3:45])([CH3:44])[CH3:43])=[O:40]. Product: [OH:8][C@@H:9]1[CH2:10][N:11]([C:39]([O:41][C:42]([CH3:43])([CH3:44])[CH3:45])=[O:40])[C@H:12]([CH3:15])[CH2:13][CH2:14]1. The catalyst class is: 112. (5) Reactant: [Cl:1][C:2]1[N:7]=[C:6](Cl)[CH:5]=[C:4]([C:9]2[C:14](F)=[CH:13][CH:12]=[CH:11][C:10]=2Cl)[N:3]=1.[Cl:17][C:18]1[CH:24]=[CH:23][C:21]([NH2:22])=[CH:20][CH:19]=1.C([N-]C(C)C)(C)C.[Li+].C(OCC)(=O)C.CCCCCC. Product: [Cl:1][C:2]1[N:7]=[C:6]([NH:22][C:21]2[CH:23]=[CH:24][C:18]([Cl:17])=[CH:19][CH:20]=2)[CH:5]=[C:4]([C:9]2[CH:14]=[CH:13][CH:12]=[CH:11][CH:10]=2)[N:3]=1. The catalyst class is: 1. (6) Reactant: [F:1][C:2]1[CH:7]=[CH:6][C:5]([F:8])=[CH:4][C:3]=1[C@H:9]1[CH2:13][CH2:12][CH2:11][N:10]1[C:14]1[CH:19]=[CH:18][N:17]2[N:20]=[CH:21][C:22]([NH2:23])=[C:16]2[N:15]=1.[N:24]([C:27]1[CH:32]=[CH:31][CH:30]=[CH:29][CH:28]=1)=[C:25]=[O:26]. Product: [F:1][C:2]1[CH:7]=[CH:6][C:5]([F:8])=[CH:4][C:3]=1[C@H:9]1[CH2:13][CH2:12][CH2:11][N:10]1[C:14]1[CH:19]=[CH:18][N:17]2[N:20]=[CH:21][C:22]([NH:23][C:25]([NH:24][C:27]3[CH:32]=[CH:31][CH:30]=[CH:29][CH:28]=3)=[O:26])=[C:16]2[N:15]=1. The catalyst class is: 2. (7) Reactant: O.[NH2:2][NH2:3].[CH3:4][O:5][C:6]1[CH:15]=[CH:14][C:9]2[C:10](=[O:13])[CH2:11][O:12][C:8]=2[C:7]=1[CH2:16][CH:17]([C:21](=O)[CH3:22])[C:18](=O)[CH3:19].C(=O)([O-])O.[Na+]. Product: [CH3:22][C:21]1[C:17]([CH2:16][C:7]2[C:8]3[O:12][CH2:11][C:10](=[O:13])[C:9]=3[CH:14]=[CH:15][C:6]=2[O:5][CH3:4])=[C:18]([CH3:19])[NH:3][N:2]=1. The catalyst class is: 211.